Task: Predict the reactants needed to synthesize the given product.. Dataset: Full USPTO retrosynthesis dataset with 1.9M reactions from patents (1976-2016) (1) Given the product [CH3:1][C:2]1[S:6][C:5]2[NH:7][C:8]3[CH:9]=[CH:10][CH:11]=[CH:12][C:13]=3[N:14]=[C:15]([N:16]3[CH2:17][CH2:18][N:19]([CH3:22])[CH2:20][CH2:21]3)[C:4]=2[CH:3]=1.[C:23]([O-:26])(=[O:25])[CH3:24], predict the reactants needed to synthesize it. The reactants are: [CH3:1][C:2]1[S:6][C:5]2[NH:7][C:8]3[CH:9]=[CH:10][CH:11]=[CH:12][C:13]=3[N:14]=[C:15]([N:16]3[CH2:21][CH2:20][N:19]([CH3:22])[CH2:18][CH2:17]3)[C:4]=2[CH:3]=1.[C:23]([OH:26])(=[O:25])[CH3:24].C(OCC)C. (2) Given the product [CH3:52][N:53]([CH:54]1[CH2:55][CH2:56][N:57]([CH3:59])[CH2:58]1)[C:23]([CH:20]1[CH2:21][CH2:22][N:17]([C:12]2[CH:13]=[CH:14][C:15]([F:16])=[C:10]([C:8]3[NH:7][C:6]4[CH:26]=[CH:27][C:3]([Cl:2])=[CH:4][C:5]=4[N:9]=3)[CH:11]=2)[CH2:18][CH2:19]1)=[O:25], predict the reactants needed to synthesize it. The reactants are: Cl.[Cl:2][C:3]1[CH:27]=[CH:26][C:6]2[NH:7][C:8]([C:10]3[CH:11]=[C:12]([N:17]4[CH2:22][CH2:21][CH:20]([C:23]([OH:25])=O)[CH2:19][CH2:18]4)[CH:13]=[CH:14][C:15]=3[F:16])=[N:9][C:5]=2[CH:4]=1.CN(C(ON1N=NC2C=CC=NC1=2)=[N+](C)C)C.F[P-](F)(F)(F)(F)F.[CH3:52][NH:53][CH:54]1[CH2:58][N:57]([CH3:59])[CH2:56][CH2:55]1. (3) Given the product [CH3:1][O:2][C:3]1[CH:10]=[CH:9][C:6]([CH2:7][N:17]2[CH2:22][CH2:21][CH:20](/[CH:23]=[C:24]3/[C:25]([NH:30][CH2:31][C:32]#[CH:33])=[N:26][C:27](=[O:29])[S:28]/3)[CH2:19][CH2:18]2)=[C:5]([C:11]([F:14])([F:13])[F:12])[CH:4]=1, predict the reactants needed to synthesize it. The reactants are: [CH3:1][O:2][C:3]1[CH:10]=[CH:9][C:6]([CH2:7]Br)=[C:5]([C:11]([F:14])([F:13])[F:12])[CH:4]=1.Cl.Cl.[NH:17]1[CH2:22][CH2:21][CH:20](/[CH:23]=[C:24]2/[C:25]([NH:30][CH2:31][C:32]#[CH:33])=[N:26][C:27](=[O:29])[S:28]/2)[CH2:19][CH2:18]1.C(=O)([O-])[O-].[K+].[K+].O. (4) Given the product [F:33][C:30]1[CH:31]=[CH:32][C:27]([CH2:26][C:25]([N:12]2[CH2:13][CH:14]([O:16][C:17]([N:19]3[CH2:24][CH2:23][O:22][CH2:21][CH2:20]3)=[O:18])[CH2:15][NH:11]2)=[O:34])=[CH:28][CH:29]=1, predict the reactants needed to synthesize it. The reactants are: C(OC([N:11]1[CH2:15][CH:14]([O:16][C:17]([N:19]2[CH2:24][CH2:23][O:22][CH2:21][CH2:20]2)=[O:18])[CH2:13][N:12]1[C:25](=[O:34])[CH2:26][C:27]1[CH:32]=[CH:31][C:30]([F:33])=[CH:29][CH:28]=1)=O)C1C=CC=CC=1. (5) Given the product [Cl:1][C:2]1[CH:3]=[CH:4][C:5]([C:28]([F:30])([F:29])[F:31])=[C:6]([CH:27]=1)[CH2:7][N:8]1[CH2:13][CH2:12][NH:11][C:10]2[N:14]=[CH:15][C:16]([C:18]3[CH:19]=[C:20]([C:21]([N:46]4[CH2:47][CH2:48][N:43]([C:41]5[C:40]6[C:35](=[CH:36][CH:37]=[CH:38][CH:39]=6)[N:34]=[C:33]([CH3:32])[CH:42]=5)[CH2:44][CH2:45]4)=[O:22])[CH:24]=[CH:25][CH:26]=3)=[CH:17][C:9]1=2, predict the reactants needed to synthesize it. The reactants are: [Cl:1][C:2]1[CH:3]=[CH:4][C:5]([C:28]([F:31])([F:30])[F:29])=[C:6]([CH:27]=1)[CH2:7][N:8]1[CH2:13][CH2:12][NH:11][C:10]2[N:14]=[CH:15][C:16]([C:18]3[CH:19]=[C:20]([CH:24]=[CH:25][CH:26]=3)[C:21](O)=[O:22])=[CH:17][C:9]1=2.[CH3:32][C:33]1[CH:42]=[C:41]([N:43]2[CH2:48][CH2:47][NH:46][CH2:45][CH2:44]2)[C:40]2[C:35](=[CH:36][CH:37]=[CH:38][CH:39]=2)[N:34]=1. (6) Given the product [C:1]([O:7][CH2:8][N:9]1[C:13]2[N:14]=[N:15][CH:16]=[C:17]([C:18]3[CH:19]=[N:20][N:21]([C@@H:23]([CH:27]4[CH2:28][CH2:29][CH2:30][CH2:31]4)[CH2:24][C:25]#[N:33])[CH:22]=3)[C:12]=2[CH:11]=[CH:10]1)(=[O:6])[C:2]([CH3:5])([CH3:3])[CH3:4], predict the reactants needed to synthesize it. The reactants are: [C:1]([O:7][CH2:8][N:9]1[C:13]2[N:14]=[N:15][CH:16]=[C:17]([C:18]3[CH:19]=[N:20][N:21]([C@@H:23]([CH:27]4[CH2:31][CH2:30][CH2:29][CH2:28]4)[CH2:24][CH:25]=O)[CH:22]=3)[C:12]=2[CH:11]=[CH:10]1)(=[O:6])[C:2]([CH3:5])([CH3:4])[CH3:3].[OH-].[NH4+:33].II. (7) Given the product [Br:26][CH2:27][CH2:28][CH2:29][CH2:30][C:31]([C:6]1[CH:7]=[C:8]([O:16][CH3:17])[C:9]([O:14][CH3:15])=[C:10]([O:12][CH3:13])[CH:11]=1)=[O:32], predict the reactants needed to synthesize it. The reactants are: C([Sn](CCCC)(CCCC)[C:6]1[CH:11]=[C:10]([O:12][CH3:13])[C:9]([O:14][CH3:15])=[C:8]([O:16][CH3:17])[CH:7]=1)CCC.[Br:26][CH2:27][CH2:28][CH2:29][CH2:30][C:31](Cl)=[O:32]. (8) Given the product [Cl:89][C:67]1[C:68]([NH:70][C:71]2[CH:76]=[CH:75][C:74]([N:77]3[CH2:78][CH2:79][O:80][CH2:81][CH2:82]3)=[CH:73][C:72]=2[S:83](=[O:84])(=[O:85])[N:86]([CH3:88])[CH3:87])=[N:69][C:64]([NH:14][C:5]2[C:6]([O:54][CH3:53])=[CH:7][C:2]3[CH2:38][CH2:39][N:34]([CH2:35][C:36]([N:17]([CH3:22])[CH3:18])=[O:37])[CH2:32][CH2:33][C:3]=3[CH:4]=2)=[N:65][CH:66]=1, predict the reactants needed to synthesize it. The reactants are: Cl[C:2]1[CH:3]=[CH:4][C:5]([N+:14]([O-])=O)=[C:6](S(N(C)C)(=O)=O)[CH:7]=1.[NH:17]1[CH2:22]COC[CH2:18]1.CN(C)S(C1[CH:33]=[C:32]([N:34]2[CH2:39][CH2:38][O:37][CH2:36][CH2:35]2)C=CC=1[N+]([O-])=O)(=O)=O.NC1C=CC(N2CC[O:54][CH2:53]C2)=CC=1S(N(C)C)(=O)=O.Cl[C:64]1[N:69]=[C:68]([NH:70][C:71]2[CH:76]=[CH:75][C:74]([N:77]3[CH2:82][CH2:81][O:80][CH2:79][CH2:78]3)=[CH:73][C:72]=2[S:83]([N:86]([CH3:88])[CH3:87])(=[O:85])=[O:84])[C:67]([Cl:89])=[CH:66][N:65]=1. (9) Given the product [CH3:24][C:3]1[CH:4]=[C:5]([CH2:8][CH2:9][C:10]([C:12]2[S:19][C:18]([CH3:20])=[C:17]3[C:13]=2[CH2:14][C@H:15]2[C:21]([CH3:22])([CH3:23])[C@H:16]23)=[O:11])[CH:6]=[CH:7][C:2]=1[O:1][CH2:25][CH:27]1[CH2:28][O:29]1, predict the reactants needed to synthesize it. The reactants are: [OH:1][C:2]1[CH:7]=[CH:6][C:5]([CH2:8][CH2:9][C:10]([C:12]2[S:19][C:18]([CH3:20])=[C:17]3[C:13]=2[CH2:14][C@H:15]2[C:21]([CH3:23])([CH3:22])[C@H:16]23)=[O:11])=[CH:4][C:3]=1[CH3:24].[CH2:25]([CH:27]1[O:29][CH2:28]1)Cl. (10) The reactants are: CN(C(ON1N=NC2C=CC=NC1=2)=[N+](C)C)C.F[P-](F)(F)(F)(F)F.[CH3:25][C:26]1[N:27]=[C:28]([C:45]2[CH:50]=[CH:49][C:48]([C:51]([F:54])([F:53])[F:52])=[CH:47][CH:46]=2)[S:29][C:30]=1[CH2:31][NH:32][C:33]1[CH:38]=[CH:37][C:36]([C@@H:39]2[CH2:41][C@H:40]2[C:42](O)=[O:43])=[CH:35][CH:34]=1.[N:55]1[CH:60]=[CH:59][C:58]([CH2:61][NH2:62])=[CH:57][CH:56]=1.[C:63]([O-:66])(O)=[O:64].[Na+]. Given the product [OH:66][C:63]([C:51]([F:54])([F:53])[F:52])=[O:64].[CH3:25][C:26]1[N:27]=[C:28]([C:45]2[CH:46]=[CH:47][C:48]([C:51]([F:54])([F:52])[F:53])=[CH:49][CH:50]=2)[S:29][C:30]=1[CH2:31][NH:32][C:33]1[CH:34]=[CH:35][C:36]([C@@H:39]2[CH2:41][C@H:40]2[C:42]([NH:62][CH2:61][C:58]2[CH:59]=[CH:60][N:55]=[CH:56][CH:57]=2)=[O:43])=[CH:37][CH:38]=1, predict the reactants needed to synthesize it.